From a dataset of Full USPTO retrosynthesis dataset with 1.9M reactions from patents (1976-2016). Predict the reactants needed to synthesize the given product. (1) Given the product [CH:22]([N:19]1[CH2:20][CH2:21][N:16]([CH:14]2[CH2:15][N:12]([C:6]3[CH:5]=[C:4]4[C:9]([CH:10]=[CH:11][C:2]([C:32]5[CH:33]=[CH:34][C:28]6[O:27][C:26]([NH2:25])=[N:30][C:29]=6[CH:31]=5)=[N:3]4)=[N:8][CH:7]=3)[CH2:13]2)[CH2:17][CH2:18]1)([CH3:24])[CH3:23], predict the reactants needed to synthesize it. The reactants are: Cl[C:2]1[CH:11]=[CH:10][C:9]2[C:4](=[CH:5][C:6]([N:12]3[CH2:15][CH:14]([N:16]4[CH2:21][CH2:20][N:19]([CH:22]([CH3:24])[CH3:23])[CH2:18][CH2:17]4)[CH2:13]3)=[CH:7][N:8]=2)[N:3]=1.[NH2:25][C:26]1[O:27][C:28]2[CH:34]=[CH:33][C:32](B(O)O)=[CH:31][C:29]=2[N:30]=1.C([O-])([O-])=O.[Na+].[Na+]. (2) Given the product [N:10]1([C:2]2[CH:9]=[CH:8][C:5]([C:6]#[N:7])=[CH:4][N:3]=2)[CH2:15][CH2:14][NH:13][CH2:12][CH2:11]1, predict the reactants needed to synthesize it. The reactants are: Cl[C:2]1[CH:9]=[CH:8][C:5]([C:6]#[N:7])=[CH:4][N:3]=1.[NH:10]1[CH2:15][CH2:14][NH:13][CH2:12][CH2:11]1. (3) Given the product [CH3:17][C:14]1[CH:15]=[CH:16][C:11]([C:10]([NH:9][C:6]2[CH:5]=[CH:4][C:3]([C:1]#[C:2][C:20]3[CH:21]=[N:22][CH:23]=[C:24]([CH:37]=3)[C:25]([N:27]=[S@@:28]([CH3:36])(=[O:35])[C:29]3[CH:34]=[CH:33][CH:32]=[CH:31][CH:30]=3)=[O:26])=[CH:8][CH:7]=2)=[O:18])=[CH:12][CH:13]=1, predict the reactants needed to synthesize it. The reactants are: [C:1]([C:3]1[CH:8]=[CH:7][C:6]([NH:9][C:10](=[O:18])[C:11]2[CH:16]=[CH:15][C:14]([CH3:17])=[CH:13][CH:12]=2)=[CH:5][CH:4]=1)#[CH:2].Br[C:20]1[CH:21]=[N:22][CH:23]=[C:24]([CH:37]=1)[C:25]([N:27]=[S@@:28]([CH3:36])(=[O:35])[C:29]1[CH:34]=[CH:33][CH:32]=[CH:31][CH:30]=1)=[O:26]. (4) Given the product [OH:6][C@H:4]1[CH2:5][C@@H:2]([NH:1][C:10]2[C:15]([C:16]#[N:17])=[CH:14][N:13]=[C:12]([S:18][CH3:19])[N:11]=2)[C:3]1([CH3:8])[CH3:7], predict the reactants needed to synthesize it. The reactants are: [NH2:1][C@@H:2]1[CH2:5][C@H:4]([OH:6])[C:3]1([CH3:8])[CH3:7].Cl[C:10]1[C:15]([C:16]#[N:17])=[CH:14][N:13]=[C:12]([S:18][CH3:19])[N:11]=1.CCN(C(C)C)C(C)C. (5) Given the product [F:26][C:27]1[CH:32]=[CH:31][C:30]([S:33]([NH:1][C:4]2[CH:13]=[CH:12][CH:11]=[C:10]3[C:5]=2[CH:6]=[CH:7][C:8]([NH:25][C:24]2[C:18]4[O:17][C:16]([CH3:15])=[CH:20][C:19]=4[CH:21]=[CH:22][CH:23]=2)=[N:9]3)(=[O:35])=[O:34])=[CH:29][CH:28]=1, predict the reactants needed to synthesize it. The reactants are: [N+:1]([C:4]1[CH:13]=[CH:12][CH:11]=[C:10]2[C:5]=1[CH:6]=[CH:7][C:8](Cl)=[N:9]2)([O-])=O.[CH3:15][C:16]1[O:17][C:18]2[C:24]([NH2:25])=[CH:23][CH:22]=[CH:21][C:19]=2[CH:20]=1.[F:26][C:27]1[CH:32]=[CH:31][C:30]([S:33](Cl)(=[O:35])=[O:34])=[CH:29][CH:28]=1.